This data is from Full USPTO retrosynthesis dataset with 1.9M reactions from patents (1976-2016). The task is: Predict the reactants needed to synthesize the given product. Given the product [CH2:17]([NH:16][C:15](=[O:19])[NH:14][C:12]1[CH:13]=[C:8]([NH:1][C:2]2[CH:7]=[CH:6][CH:5]=[CH:4][CH:3]=2)[C:9]([C:20]([NH2:26])=[O:22])=[CH:10][N:11]=1)[CH3:18], predict the reactants needed to synthesize it. The reactants are: [NH:1]([C:8]1[CH:13]=[C:12]([NH:14][C:15](=[O:19])[NH:16][CH2:17][CH3:18])[N:11]=[CH:10][C:9]=1[C:20]([OH:22])=O)[C:2]1[CH:7]=[CH:6][CH:5]=[CH:4][CH:3]=1.C([N:26](CC)C(C)C)(C)C.F[P-](F)(F)(F)(F)F.N1(OC(=[N+](C)C)N(C)C)C2C=CC=CC=2N=N1.N.